From a dataset of Catalyst prediction with 721,799 reactions and 888 catalyst types from USPTO. Predict which catalyst facilitates the given reaction. (1) Reactant: [H-].[Na+].[NH:3]1[C:8]2[CH:9]=[CH:10][S:11][C:7]=2[C:6](=[O:12])[O:5][C:4]1=[O:13].I[CH2:15][C:16]([O:18][CH2:19][CH3:20])=[O:17]. Product: [O:13]=[C:4]1[N:3]([CH2:15][C:16]([O:18][CH2:19][CH3:20])=[O:17])[C:8]2[CH:9]=[CH:10][S:11][C:7]=2[C:6](=[O:12])[O:5]1. The catalyst class is: 9. (2) Reactant: [CH3:1][O:2][C:3]1[N:8]=[C:7]([CH2:9]C(OC(C)(C)C)=O)[C:6]([N+:17]([O-:19])=[O:18])=[CH:5][C:4]=1[CH3:20].C([O-])([O-])=O.[K+].[K+]. Product: [CH3:1][O:2][C:3]1[C:4]([CH3:20])=[CH:5][C:6]([N+:17]([O-:19])=[O:18])=[C:7]([CH3:9])[N:8]=1. The catalyst class is: 3. (3) Reactant: C(=O)([O-])N.[F:5][C:6]1[CH:36]=[CH:35][C:9]([C:10]([NH:12][C@@H:13]2[C:19]3[CH:20]=[C:21]([N:24]4[CH2:29][CH2:28][N:27]([CH:30]5[CH2:33][O:32][CH2:31]5)[CH2:26][CH2:25]4)[CH:22]=[CH:23][C:18]=3[CH2:17][CH2:16][CH2:15][C@H:14]2[OH:34])=[O:11])=[CH:8][CH:7]=1.[CH3:37][NH:38][C:39](=O)[O-:40]. Product: [F:5][C:6]1[CH:7]=[CH:8][C:9]([C:10]([NH:12][C@H:13]2[C:19]3[CH:20]=[C:21]([N:24]4[CH2:29][CH2:28][N:27]([CH:30]5[CH2:33][O:32][CH2:31]5)[CH2:26][CH2:25]4)[CH:22]=[CH:23][C:18]=3[CH2:17][CH2:16][CH2:15][C@@H:14]2[O:34][C:39](=[O:40])[NH:38][CH3:37])=[O:11])=[CH:35][CH:36]=1. The catalyst class is: 98. (4) Reactant: [Cl:1][C:2]1[CH:3]=[C:4]2[C:8](=[CH:9][CH:10]=1)[N:7]([C:11]1[N:15]([CH3:16])[N:14]=[C:13]([CH3:17])[C:12]=1[CH2:18][CH2:19][S:20]([NH2:23])(=[O:22])=[O:21])[CH:6]=[CH:5]2.[C:24](Cl)(=[O:28])[O:25][CH2:26][CH3:27].Cl. Product: [Cl:1][C:2]1[CH:3]=[C:4]2[C:8](=[CH:9][CH:10]=1)[N:7]([C:11]1[N:15]([CH3:16])[N:14]=[C:13]([CH3:17])[C:12]=1[CH2:18][CH2:19][S:20]([NH:23][C:24](=[O:28])[O:25][CH2:26][CH3:27])(=[O:22])=[O:21])[CH:6]=[CH:5]2. The catalyst class is: 17. (5) Reactant: [S:1]1[C:5]2[CH:6]=[C:7]([NH2:10])[CH:8]=[CH:9][C:4]=2[N:3]=[CH:2]1.[Br:11][C:12]1[N:13]=[C:14](Br)[C:15]2[N:16]([CH:18]=[CH:19][N:20]=2)[CH:17]=1.C([O-])([O-])=O.[K+].[K+]. Product: [S:1]1[C:5]2[CH:6]=[C:7]([NH:10][C:14]3[C:15]4[N:16]([CH:18]=[CH:19][N:20]=4)[CH:17]=[C:12]([Br:11])[N:13]=3)[CH:8]=[CH:9][C:4]=2[N:3]=[CH:2]1. The catalyst class is: 10. (6) Reactant: Br.[F:2][C:3]1[CH:8]=[C:7]([N+:9]([O-:11])=[O:10])[CH:6]=[CH:5][C:4]=1[O:12][CH:13]1[CH2:18][CH2:17][NH:16][CH2:15][CH2:14]1.C([O-])([O-])=O.[Na+].[Na+].[CH:25]([S:27]([CH3:30])(=[O:29])=[O:28])=[CH2:26].CCOC(C)=O. Product: [F:2][C:3]1[CH:8]=[C:7]([N+:9]([O-:11])=[O:10])[CH:6]=[CH:5][C:4]=1[O:12][CH:13]1[CH2:18][CH2:17][N:16]([CH2:26][CH2:25][S:27]([CH3:30])(=[O:29])=[O:28])[CH2:15][CH2:14]1. The catalyst class is: 1. (7) Reactant: C(N(CC)CC)C.[NH2:8][C:9]1[N:14]=[CH:13][C:12]([C:15]#[C:16][C:17]2[S:18][CH:19]=[C:20]([C:22]([OH:24])=O)[N:21]=2)=[CH:11][N:10]=1.F[P-](F)(F)(F)(F)F.[N:32]1(OC(N(C)C)=[N+](C)C)[C:36]2[CH:37]=[CH:38][CH:39]=[CH:40][C:35]=2N=N1.NC1C=CC=CC=1. Product: [NH2:8][C:9]1[N:10]=[CH:11][C:12]([C:15]#[C:16][C:17]2[S:18][CH:19]=[C:20]([C:22]([NH:32][C:36]3[CH:37]=[CH:38][CH:39]=[CH:40][CH:35]=3)=[O:24])[N:21]=2)=[CH:13][N:14]=1. The catalyst class is: 3.